This data is from Full USPTO retrosynthesis dataset with 1.9M reactions from patents (1976-2016). The task is: Predict the reactants needed to synthesize the given product. (1) Given the product [CH2:27]([S:34][C:2]1[CH:8]=[CH:7][C:5]([NH2:6])=[C:4]([N+:9]([O-:11])=[O:10])[CH:3]=1)[C:28]1[CH:33]=[CH:32][CH:31]=[CH:30][CH:29]=1, predict the reactants needed to synthesize it. The reactants are: Br[C:2]1[CH:8]=[CH:7][C:5]([NH2:6])=[C:4]([N+:9]([O-:11])=[O:10])[CH:3]=1.O1CCOCC1.CCN(C(C)C)C(C)C.[CH2:27]([SH:34])[C:28]1[CH:33]=[CH:32][CH:31]=[CH:30][CH:29]=1. (2) Given the product [Cl:14][C:12]1[CH:13]=[C:8]([C:6]2[C:5]3[N:15]([CH2:27][C@H:28]4[CH2:33][CH2:32][C@H:31]([CH3:34])[CH2:30][CH2:29]4)[C:16]([CH:18]([C:20]4[C:25]([F:26])=[CH:24][CH:23]=[CH:22][N:21]=4)[CH3:19])=[N:17][C:4]=3[CH:3]=[C:2]([C:35]#[N:36])[N:7]=2)[CH:9]=[N:10][CH:11]=1, predict the reactants needed to synthesize it. The reactants are: Cl[C:2]1[N:7]=[C:6]([C:8]2[CH:9]=[N:10][CH:11]=[C:12]([Cl:14])[CH:13]=2)[C:5]2[N:15]([CH2:27][C@H:28]3[CH2:33][CH2:32][C@H:31]([CH3:34])[CH2:30][CH2:29]3)[C:16]([CH:18]([C:20]3[C:25]([F:26])=[CH:24][CH:23]=[CH:22][N:21]=3)[CH3:19])=[N:17][C:4]=2[CH:3]=1.[CH3:35][N:36](C=O)C. (3) Given the product [ClH:22].[NH2:8][CH2:9][CH2:10][CH2:11][CH2:12][CH2:13][CH2:14][O:15][C:16]1[CH:17]=[N:18][CH:19]=[CH:20][CH:21]=1, predict the reactants needed to synthesize it. The reactants are: C(OC([NH:8][CH2:9][CH2:10][CH2:11][CH2:12][CH2:13][CH2:14][O:15][C:16]1[CH:17]=[N:18][CH:19]=[CH:20][CH:21]=1)=O)(C)(C)C.[ClH:22].